From a dataset of Reaction yield outcomes from USPTO patents with 853,638 reactions. Predict the reaction yield, written as a fraction of the theoretical maximum amount of product (1.0 means a 100% yield; for example, 0.34 means a 34% yield). (1) The reactants are C[Si](C)(C)[C:3]#[C:4]/[CH:5]=[CH:6]\[C:7]1[CH:16]=[CH:15][C:14]2[C:9](=[CH:10][CH:11]=[CH:12][CH:13]=2)[N:8]=1.C(=O)([O-])[O-].[K+].[K+]. The catalyst is CO.C(=O)(O)[O-].[Na+]. The product is [CH:6](/[C:7]1[CH:16]=[CH:15][C:14]2[C:9](=[CH:10][CH:11]=[CH:12][CH:13]=2)[N:8]=1)=[CH:5]/[C:4]#[CH:3]. The yield is 0.940. (2) The reactants are [NH2:1][C:2]1[CH:28]=[CH:27][C:5]([O:6][C:7]2[CH:12]=[CH:11][N:10]=[C:9]([NH:13][C:14]([N:16]3[CH2:21][CH2:20][CH:19]([CH2:22][N:23]4[CH2:26][CH2:25][CH2:24]4)[CH2:18][CH2:17]3)=[O:15])[CH:8]=2)=[CH:4][CH:3]=1.[C:29]1([CH2:35][C:36]([N:38]=[C:39]=[O:40])=[O:37])[CH:34]=[CH:33][CH:32]=[CH:31][CH:30]=1. The catalyst is CN(C)C=O.CCCCCC.C(OCC)C. The product is [C:29]1([CH2:35][C:36]([NH:38][C:39](=[O:40])[NH:1][C:2]2[CH:28]=[CH:27][C:5]([O:6][C:7]3[CH:12]=[CH:11][N:10]=[C:9]([NH:13][C:14]([N:16]4[CH2:17][CH2:18][CH:19]([CH2:22][N:23]5[CH2:26][CH2:25][CH2:24]5)[CH2:20][CH2:21]4)=[O:15])[CH:8]=3)=[CH:4][CH:3]=2)=[O:37])[CH:34]=[CH:33][CH:32]=[CH:31][CH:30]=1. The yield is 0.631. (3) The reactants are Br[C:2]1[CH:3]=[C:4]([N+:23]([O-:25])=[O:24])[C:5]2[N:9]=[C:8]([CH3:10])[N:7]([CH2:11][C:12]3[C:21]4[C:16](=[CH:17][CH:18]=[CH:19][CH:20]=4)[CH:15]=[CH:14][CH:13]=3)[C:6]=2[CH:22]=1.[NH:26]1[CH2:31][CH2:30][O:29][CH2:28][CH2:27]1.C([O-])([O-])=O.[Cs+].[Cs+].CC(C1C=C(C(C)C)C(C2C=CC=CC=2P(C2CCCCC2)C2CCCCC2)=C(C(C)C)C=1)C. The catalyst is O1CCOCC1.C1C=CC(/C=C/C(/C=C/C2C=CC=CC=2)=O)=CC=1.C1C=CC(/C=C/C(/C=C/C2C=CC=CC=2)=O)=CC=1.C1C=CC(/C=C/C(/C=C/C2C=CC=CC=2)=O)=CC=1.[Pd].[Pd]. The product is [CH3:10][C:8]1[N:7]([CH2:11][C:12]2[C:21]3[C:16](=[CH:17][CH:18]=[CH:19][CH:20]=3)[CH:15]=[CH:14][CH:13]=2)[C:6]2[CH:22]=[C:2]([N:26]3[CH2:31][CH2:30][O:29][CH2:28][CH2:27]3)[CH:3]=[C:4]([N+:23]([O-:25])=[O:24])[C:5]=2[N:9]=1. The yield is 0.600. (4) The reactants are [C:1]([C:5]1[CH:6]=[C:7]([CH:13]=[C:14]([C:17]([CH3:20])([CH3:19])[CH3:18])[C:15]=1[OH:16])C=CC(O)=O)([CH3:4])([CH3:3])[CH3:2].[NH2:21][C:22]1[CH:27]=[CH:26][C:25]([OH:28])=[C:24]([N+:29]([O-:31])=[O:30])[CH:23]=1.[OH:32][C:33]1C2N=NNC=2C=[CH:35][CH:34]=1.C1(N=C=NC2CCCCC2)CCCCC1. The catalyst is CN(C=O)C.C1COCC1. The product is [CH3:20][C:17]([C:14]1[CH:13]=[C:7]([C:34](=[CH2:35])[C:33]([NH:21][C:22]2[CH:27]=[CH:26][C:25]([OH:28])=[C:24]([N+:29]([O-:31])=[O:30])[CH:23]=2)=[O:32])[CH:6]=[C:5]([C:1]([CH3:2])([CH3:4])[CH3:3])[C:15]=1[OH:16])([CH3:18])[CH3:19]. The yield is 0.470. (5) The reactants are [NH2:1][C:2]1[CH:9]=[CH:8][CH:7]=[C:6]([NH:10][CH3:11])[C:3]=1[C:4]#[N:5].[C:12]([N:20]=[C:21]=[O:22])(=[O:19])[C:13]1[CH:18]=[CH:17][CH:16]=[CH:15][CH:14]=1. The catalyst is O1CCOCC1. The product is [C:4]([C:3]1[C:6]([NH:10][CH3:11])=[CH:7][CH:8]=[CH:9][C:2]=1[NH:1][C:21]([NH:20][C:12](=[O:19])[C:13]1[CH:14]=[CH:15][CH:16]=[CH:17][CH:18]=1)=[O:22])#[N:5]. The yield is 0.200.